Dataset: NCI-60 drug combinations with 297,098 pairs across 59 cell lines. Task: Regression. Given two drug SMILES strings and cell line genomic features, predict the synergy score measuring deviation from expected non-interaction effect. (1) Drug 1: CN(C)C1=NC(=NC(=N1)N(C)C)N(C)C. Drug 2: CCN(CC)CCCC(C)NC1=C2C=C(C=CC2=NC3=C1C=CC(=C3)Cl)OC. Cell line: OVCAR3. Synergy scores: CSS=20.8, Synergy_ZIP=-0.457, Synergy_Bliss=3.98, Synergy_Loewe=-47.0, Synergy_HSA=0.799. (2) Drug 1: C1=CN(C(=O)N=C1N)C2C(C(C(O2)CO)O)(F)F. Drug 2: CC1CCC2CC(C(=CC=CC=CC(CC(C(=O)C(C(C(=CC(C(=O)CC(OC(=O)C3CCCCN3C(=O)C(=O)C1(O2)O)C(C)CC4CCC(C(C4)OC)OP(=O)(C)C)C)C)O)OC)C)C)C)OC. Cell line: T-47D. Synergy scores: CSS=49.5, Synergy_ZIP=8.54, Synergy_Bliss=8.56, Synergy_Loewe=13.8, Synergy_HSA=16.2. (3) Drug 1: CC(C1=C(C=CC(=C1Cl)F)Cl)OC2=C(N=CC(=C2)C3=CN(N=C3)C4CCNCC4)N. Drug 2: COC1=CC(=CC(=C1O)OC)C2C3C(COC3=O)C(C4=CC5=C(C=C24)OCO5)OC6C(C(C7C(O6)COC(O7)C8=CC=CS8)O)O. Cell line: COLO 205. Synergy scores: CSS=39.1, Synergy_ZIP=-0.991, Synergy_Bliss=-3.98, Synergy_Loewe=-16.0, Synergy_HSA=-3.70.